Dataset: Full USPTO retrosynthesis dataset with 1.9M reactions from patents (1976-2016). Task: Predict the reactants needed to synthesize the given product. (1) The reactants are: [F:1][C:2]1[C:7]([CH2:8]O)=[CH:6][CH:5]=[CH:4][N:3]=1.O=S(Cl)[Cl:12]. Given the product [Cl:12][CH2:8][C:7]1[C:2]([F:1])=[N:3][CH:4]=[CH:5][CH:6]=1, predict the reactants needed to synthesize it. (2) Given the product [F:31][C:2]1([F:1])[O:6][C:5]2[CH:7]=[CH:8][C:9]([NH:11][C:12]([C:14]3[CH:19]=[CH:18][CH:17]=[CH:16][C:15]=3[NH:20][CH2:21][C:22]3[CH:27]=[CH:26][N:25]=[C:24]([C:28]([NH:38][CH2:37][CH2:36][S:33]([CH3:32])(=[O:35])=[O:34])=[O:29])[CH:23]=3)=[O:13])=[CH:10][C:4]=2[O:3]1, predict the reactants needed to synthesize it. The reactants are: [F:1][C:2]1([F:31])[O:6][C:5]2[CH:7]=[CH:8][C:9]([NH:11][C:12]([C:14]3[CH:19]=[CH:18][CH:17]=[CH:16][C:15]=3[NH:20][CH2:21][C:22]3[CH:27]=[CH:26][N:25]=[C:24]([C:28](O)=[O:29])[CH:23]=3)=[O:13])=[CH:10][C:4]=2[O:3]1.[CH3:32][S:33]([CH2:36][CH2:37][NH2:38])(=[O:35])=[O:34].C1CN([P+](ON2N=NC3C=CC=CC2=3)(N2CCCC2)N2CCCC2)CC1.F[P-](F)(F)(F)(F)F. (3) Given the product [CH3:1][O:2][C:3]1[CH:4]=[C:5](/[CH:16]=[CH:17]/[C:18]([C:20]2[CH:25]=[CH:24][C:23]([N:26]([CH3:31])[S:27]([CH3:30])(=[O:28])=[O:29])=[CH:22][CH:21]=2)=[O:19])[CH:6]=[C:7]([C:11]2[S:12][CH:13]=[CH:14][CH:15]=2)[C:8]=1[O:9][CH3:10], predict the reactants needed to synthesize it. The reactants are: [CH3:1][O:2][C:3]1[CH:4]=[C:5](/[CH:16]=[CH:17]/[C:18]([C:20]2[CH:25]=[CH:24][C:23]([NH:26][S:27]([CH3:30])(=[O:29])=[O:28])=[CH:22][CH:21]=2)=[O:19])[CH:6]=[C:7]([C:11]2[S:12][CH:13]=[CH:14][CH:15]=2)[C:8]=1[O:9][CH3:10].[C:31](=O)([O-])[O-].[K+].[K+].CI. (4) Given the product [O:15]=[C:7]1[NH:8][C:9]2=[N:10][CH:11]=[CH:12][CH:13]=[C:14]2[C:6]21[CH2:16][C:17]1[CH:18]=[C:19]3[C:2](=[CH:3][C:4]=1[CH2:5]2)[N:1]=[CH:20][C:21]([CH:22]=[O:23])=[CH:26]3, predict the reactants needed to synthesize it. The reactants are: [NH2:1][C:2]1[CH:3]=[C:4]2[C:17](=[CH:18][CH:19]=1)[CH2:16][C:6]1([C:14]3[C:9](=[N:10][CH:11]=[CH:12][CH:13]=3)[NH:8][C:7]1=[O:15])[CH2:5]2.[CH2:20]1C[O:23][CH2:22][CH2:21]1.Cl.[C:26]([O-])(O)=O.[Na+]. (5) Given the product [N:20]1[CH:21]=[CH:22][CH:23]=[CH:24][C:19]=1[CH2:18][N:1]1[C:9]2[C:4](=[CH:5][CH:6]=[CH:7][CH:8]=2)[C:3]([C:10]([O:12][CH3:13])=[O:11])=[N:2]1, predict the reactants needed to synthesize it. The reactants are: [NH:1]1[C:9]2[C:4](=[CH:5][CH:6]=[CH:7][CH:8]=2)[C:3]([C:10]([O:12][CH3:13])=[O:11])=[N:2]1.[H-].[Na+].Cl.Cl[CH2:18][C:19]1[CH:24]=[CH:23][CH:22]=[CH:21][N:20]=1.